Predict the product of the given reaction. From a dataset of Forward reaction prediction with 1.9M reactions from USPTO patents (1976-2016). Given the reactants [Cl:1][C:2]1[CH:9]=[C:8]([N:10]2[C:14](=[O:15])[C:13]([CH3:17])([CH3:16])[N:12]([C:18]3[CH:23]=[CH:22][C:21]([OH:24])=[C:20]([F:25])[CH:19]=3)[C:11]2=[S:26])[CH:7]=[CH:6][C:3]=1[C:4]#[N:5].O[CH2:28][C:29]1([NH:32][C:33](=[O:39])[O:34][C:35]([CH3:38])([CH3:37])[CH3:36])[CH2:31][CH2:30]1.N(C(N1CCCCC1)=O)=NC(N1CCCCC1)=O.C(P(CCCC)CCCC)CCC, predict the reaction product. The product is: [Cl:1][C:2]1[CH:9]=[C:8]([N:10]2[C:14](=[O:15])[C:13]([CH3:17])([CH3:16])[N:12]([C:18]3[CH:23]=[CH:22][C:21]([O:24][CH2:28][C:29]4([NH:32][C:33](=[O:39])[O:34][C:35]([CH3:38])([CH3:37])[CH3:36])[CH2:30][CH2:31]4)=[C:20]([F:25])[CH:19]=3)[C:11]2=[S:26])[CH:7]=[CH:6][C:3]=1[C:4]#[N:5].